Regression. Given a peptide amino acid sequence and an MHC pseudo amino acid sequence, predict their binding affinity value. This is MHC class I binding data. From a dataset of Peptide-MHC class I binding affinity with 185,985 pairs from IEDB/IMGT. (1) The binding affinity (normalized) is 0.941. The MHC is HLA-A02:01 with pseudo-sequence HLA-A02:01. The peptide sequence is KQLEYSWVL. (2) The peptide sequence is RIYSHIAPY. The MHC is HLA-A02:01 with pseudo-sequence HLA-A02:01. The binding affinity (normalized) is 0.299. (3) The peptide sequence is YLSSWTPVV. The MHC is HLA-A02:06 with pseudo-sequence HLA-A02:06. The binding affinity (normalized) is 1.00. (4) The peptide sequence is NVFKAMETFK. The MHC is HLA-A11:01 with pseudo-sequence HLA-A11:01. The binding affinity (normalized) is 0.758.